This data is from Full USPTO retrosynthesis dataset with 1.9M reactions from patents (1976-2016). The task is: Predict the reactants needed to synthesize the given product. The reactants are: [CH3:1][N:2]([CH3:22])[C:3]1[CH:4]=[CH:5][C:6]([NH:9][C:10](=[O:21])[CH2:11][C:12]2[CH:17]=[CH:16][C:15]([OH:18])=[CH:14][C:13]=2[O:19][CH3:20])=[N:7][CH:8]=1.Cl[C:24]1[C:33]2[C:28](=[CH:29][C:30]([O:36][CH2:37][CH3:38])=[C:31]([O:34][CH3:35])[CH:32]=2)[N:27]=[CH:26][N:25]=1. Given the product [CH3:22][N:2]([CH3:1])[C:3]1[CH:4]=[CH:5][C:6]([NH:9][C:10](=[O:21])[CH2:11][C:12]2[CH:17]=[CH:16][C:15]([O:18][C:24]3[C:33]4[C:28](=[CH:29][C:30]([O:36][CH2:37][CH3:38])=[C:31]([O:34][CH3:35])[CH:32]=4)[N:27]=[CH:26][N:25]=3)=[CH:14][C:13]=2[O:19][CH3:20])=[N:7][CH:8]=1, predict the reactants needed to synthesize it.